This data is from Peptide-MHC class I binding affinity with 185,985 pairs from IEDB/IMGT. The task is: Regression. Given a peptide amino acid sequence and an MHC pseudo amino acid sequence, predict their binding affinity value. This is MHC class I binding data. (1) The peptide sequence is TRSFTTHFL. The MHC is HLA-B07:02 with pseudo-sequence HLA-B07:02. The binding affinity (normalized) is 0.0847. (2) The peptide sequence is HRCQAIRK. The MHC is HLA-B40:02 with pseudo-sequence HLA-B40:02. The binding affinity (normalized) is 0.